This data is from Reaction yield outcomes from USPTO patents with 853,638 reactions. The task is: Predict the reaction yield, written as a fraction of the theoretical maximum amount of product (1.0 means a 100% yield; for example, 0.34 means a 34% yield). (1) The reactants are [OH:1][C:2]1[CH:10]=[CH:9][C:5]2[CH:6]=[CH:7][S:8][C:4]=2[CH:3]=1.N1C=CN=C1.[CH3:16][C:17]([Si:20](Cl)([CH3:22])[CH3:21])([CH3:19])[CH3:18].O. The catalyst is ClCCl. The product is [Si:20]([O:1][C:2]1[CH:10]=[CH:9][C:5]2[CH:6]=[CH:7][S:8][C:4]=2[CH:3]=1)([C:17]([CH3:19])([CH3:18])[CH3:16])([CH3:22])[CH3:21]. The yield is 0.900. (2) The reactants are Cl[C:2]1[N:3]=[CH:4][C:5]2[C:10]3([CH2:12][CH2:11]3)[C:9](=[O:13])[NH:8][C:6]=2[N:7]=1.[F:14][C:15]1[CH:16]=[C:17](B(O)O)[CH:18]=[CH:19][C:20]=1[O:21]C.C([O-])([O-])=O.[Cs+].[Cs+]. The catalyst is C1C=CC([P]([Pd]([P](C2C=CC=CC=2)(C2C=CC=CC=2)C2C=CC=CC=2)([P](C2C=CC=CC=2)(C2C=CC=CC=2)C2C=CC=CC=2)[P](C2C=CC=CC=2)(C2C=CC=CC=2)C2C=CC=CC=2)(C2C=CC=CC=2)C2C=CC=CC=2)=CC=1.O1CCOCC1. The product is [F:14][C:15]1[CH:16]=[C:17]([C:2]2[N:3]=[CH:4][C:5]3[C:10]4([CH2:12][CH2:11]4)[C:9](=[O:13])[NH:8][C:6]=3[N:7]=2)[CH:18]=[CH:19][C:20]=1[OH:21]. The yield is 0.280.